Dataset: Full USPTO retrosynthesis dataset with 1.9M reactions from patents (1976-2016). Task: Predict the reactants needed to synthesize the given product. The reactants are: [C:1]([C:3]1[CH:8]=[CH:7][C:6]([C:9]2[CH:14]=[CH:13][C:12]([C:15]([O:17]C(C)(C)C)=[O:16])=[CH:11][C:10]=2[CH3:22])=[CH:5][CH:4]=1)#[N:2].C(O)(C(F)(F)F)=O. Given the product [C:1]([C:3]1[CH:8]=[CH:7][C:6]([C:9]2[CH:14]=[CH:13][C:12]([C:15]([OH:17])=[O:16])=[CH:11][C:10]=2[CH3:22])=[CH:5][CH:4]=1)#[N:2], predict the reactants needed to synthesize it.